This data is from NCI-60 drug combinations with 297,098 pairs across 59 cell lines. The task is: Regression. Given two drug SMILES strings and cell line genomic features, predict the synergy score measuring deviation from expected non-interaction effect. (1) Synergy scores: CSS=10.4, Synergy_ZIP=-3.76, Synergy_Bliss=-5.31, Synergy_Loewe=-18.2, Synergy_HSA=-4.33. Cell line: LOX IMVI. Drug 1: CC1=CC2C(CCC3(C2CCC3(C(=O)C)OC(=O)C)C)C4(C1=CC(=O)CC4)C. Drug 2: C(CCl)NC(=O)N(CCCl)N=O. (2) Drug 1: C1=CC(=CC=C1CCC2=CNC3=C2C(=O)NC(=N3)N)C(=O)NC(CCC(=O)O)C(=O)O. Drug 2: C1=CC(=CC=C1CCCC(=O)O)N(CCCl)CCCl. Cell line: DU-145. Synergy scores: CSS=30.2, Synergy_ZIP=-12.7, Synergy_Bliss=-11.3, Synergy_Loewe=-8.87, Synergy_HSA=-8.08. (3) Drug 1: CCCS(=O)(=O)NC1=C(C(=C(C=C1)F)C(=O)C2=CNC3=C2C=C(C=N3)C4=CC=C(C=C4)Cl)F. Drug 2: C1=CC=C(C(=C1)C(C2=CC=C(C=C2)Cl)C(Cl)Cl)Cl. Cell line: OVCAR-8. Synergy scores: CSS=-3.85, Synergy_ZIP=0.807, Synergy_Bliss=0.580, Synergy_Loewe=-1.11, Synergy_HSA=-1.64. (4) Drug 1: COC1=NC(=NC2=C1N=CN2C3C(C(C(O3)CO)O)O)N. Drug 2: C(CC(=O)O)C(=O)CN.Cl. Cell line: LOX IMVI. Synergy scores: CSS=1.32, Synergy_ZIP=1.63, Synergy_Bliss=2.56, Synergy_Loewe=-0.657, Synergy_HSA=-0.385. (5) Drug 1: CC1=C(C(=CC=C1)Cl)NC(=O)C2=CN=C(S2)NC3=CC(=NC(=N3)C)N4CCN(CC4)CCO. Drug 2: CC(C)(C#N)C1=CC=C(C=C1)N2C3=C4C=C(C=CC4=NC=C3N(C2=O)C)C5=CC6=CC=CC=C6N=C5. Cell line: SW-620. Synergy scores: CSS=63.7, Synergy_ZIP=13.7, Synergy_Bliss=11.4, Synergy_Loewe=-11.6, Synergy_HSA=15.8. (6) Drug 1: C1CN1P(=S)(N2CC2)N3CC3. Drug 2: CCN(CC)CCNC(=O)C1=C(NC(=C1C)C=C2C3=C(C=CC(=C3)F)NC2=O)C. Cell line: T-47D. Synergy scores: CSS=10.2, Synergy_ZIP=0.580, Synergy_Bliss=3.81, Synergy_Loewe=-0.642, Synergy_HSA=-0.149. (7) Drug 1: C1CN1C2=NC(=NC(=N2)N3CC3)N4CC4. Drug 2: C1CCC(C(C1)N)N.C(=O)(C(=O)[O-])[O-].[Pt+4]. Cell line: SW-620. Synergy scores: CSS=51.1, Synergy_ZIP=-3.46, Synergy_Bliss=-3.14, Synergy_Loewe=3.20, Synergy_HSA=5.16. (8) Drug 1: CC1=C2C(C(=O)C3(C(CC4C(C3C(C(C2(C)C)(CC1OC(=O)C(C(C5=CC=CC=C5)NC(=O)C6=CC=CC=C6)O)O)OC(=O)C7=CC=CC=C7)(CO4)OC(=O)C)O)C)OC(=O)C. Drug 2: CC(C)NC(=O)C1=CC=C(C=C1)CNNC.Cl. Cell line: NCI/ADR-RES. Synergy scores: CSS=3.64, Synergy_ZIP=-3.70, Synergy_Bliss=-3.54, Synergy_Loewe=-5.45, Synergy_HSA=-5.07. (9) Drug 1: CC1C(C(CC(O1)OC2CC(CC3=C2C(=C4C(=C3O)C(=O)C5=C(C4=O)C(=CC=C5)OC)O)(C(=O)C)O)N)O.Cl. Drug 2: CC(C)NC(=O)C1=CC=C(C=C1)CNNC.Cl. Cell line: DU-145. Synergy scores: CSS=16.9, Synergy_ZIP=-1.54, Synergy_Bliss=4.76, Synergy_Loewe=-12.8, Synergy_HSA=2.93.